Dataset: NCI-60 drug combinations with 297,098 pairs across 59 cell lines. Task: Regression. Given two drug SMILES strings and cell line genomic features, predict the synergy score measuring deviation from expected non-interaction effect. Drug 1: CC(CN1CC(=O)NC(=O)C1)N2CC(=O)NC(=O)C2. Drug 2: CN(CC1=CN=C2C(=N1)C(=NC(=N2)N)N)C3=CC=C(C=C3)C(=O)NC(CCC(=O)O)C(=O)O. Cell line: HOP-92. Synergy scores: CSS=15.4, Synergy_ZIP=-6.16, Synergy_Bliss=-4.50, Synergy_Loewe=-2.32, Synergy_HSA=-2.45.